From a dataset of Full USPTO retrosynthesis dataset with 1.9M reactions from patents (1976-2016). Predict the reactants needed to synthesize the given product. (1) Given the product [Br:1][C:2]1[CH:7]=[CH:6][C:5]([CH2:8][CH2:9][NH2:10])=[CH:4][CH:3]=1, predict the reactants needed to synthesize it. The reactants are: [Br:1][C:2]1[CH:7]=[CH:6][C:5]([CH2:8][C:9]#[N:10])=[CH:4][CH:3]=1.B.Cl. (2) Given the product [C:1]1([C:25]2[CH:30]=[CH:29][CH:28]=[CH:27][CH:26]=2)[CH:6]=[CH:5][C:4]([CH2:7][C@@H:8]([NH:17][C:38](=[O:44])[CH2:39][CH2:40][C:41]([OH:43])=[O:42])[CH2:9][C:10]([O:12][C:13]([CH3:16])([CH3:15])[CH3:14])=[O:11])=[CH:3][CH:2]=1, predict the reactants needed to synthesize it. The reactants are: [C:1]1([C:25]2[CH:30]=[CH:29][CH:28]=[CH:27][CH:26]=2)[CH:6]=[CH:5][C:4]([CH2:7][C@@H:8]([NH:17]C(OC(C)(C)C)=O)[CH2:9][C:10]([O:12][C:13]([CH3:16])([CH3:15])[CH3:14])=[O:11])=[CH:3][CH:2]=1.Cl.O1CCOCC1.[C:38]1(=[O:44])[O:43][C:41](=[O:42])[CH2:40][CH2:39]1.CCN(C(C)C)C(C)C. (3) Given the product [NH2:30][C:21]1[CH:22]=[N:23][C:24]2[C:29]([C:20]=1[NH:19][C@H:7]([CH2:6][NH:5][S:2]([CH3:1])(=[O:4])=[O:3])[CH2:8][CH2:9][CH2:10][NH:11][C:12](=[O:18])[O:13][C:14]([CH3:15])([CH3:16])[CH3:17])=[CH:28][CH:27]=[CH:26][CH:25]=2, predict the reactants needed to synthesize it. The reactants are: [CH3:1][S:2]([NH:5][CH2:6][C@@H:7]([NH:19][C:20]1[C:29]2[C:24](=[CH:25][CH:26]=[CH:27][CH:28]=2)[N:23]=[CH:22][C:21]=1[N+:30]([O-])=O)[CH2:8][CH2:9][CH2:10][NH:11][C:12](=[O:18])[O:13][C:14]([CH3:17])([CH3:16])[CH3:15])(=[O:4])=[O:3]. (4) Given the product [NH2:35][C:34]1[CH:36]=[CH:37][C:31]([C:2]2[C:3]([F:22])=[CH:4][N:5]3[C:10]([C:11]=2[CH3:12])=[C:9]([CH:13]2[CH2:15][CH2:14]2)[CH:8]=[C:7]([C:16]([O:18][CH2:19][CH3:20])=[O:17])[C:6]3=[O:21])=[CH:32][CH:33]=1, predict the reactants needed to synthesize it. The reactants are: Cl[C:2]1[C:3]([F:22])=[CH:4][N:5]2[C:10]([C:11]=1[CH3:12])=[C:9]([CH:13]1[CH2:15][CH2:14]1)[CH:8]=[C:7]([C:16]([O:18][CH2:19][CH3:20])=[O:17])[C:6]2=[O:21].CC1(C)C(C)(C)OB([C:31]2[CH:37]=[CH:36][C:34]([NH2:35])=[CH:33][CH:32]=2)O1.